From a dataset of Reaction yield outcomes from USPTO patents with 853,638 reactions. Predict the reaction yield, written as a fraction of the theoretical maximum amount of product (1.0 means a 100% yield; for example, 0.34 means a 34% yield). (1) The reactants are Br[C:2]1[CH:7]=[C:6]([C:8]([F:11])([F:10])[F:9])[CH:5]=[CH:4][N:3]=1.[NH:12]1[CH2:17][CH2:16][CH:15]([NH:18][C:19](=[O:25])[O:20][C:21]([CH3:24])([CH3:23])[CH3:22])[CH2:14][CH2:13]1. The catalyst is CS(C)=O. The product is [F:9][C:8]([F:11])([F:10])[C:6]1[CH:5]=[CH:4][N:3]=[C:2]([N:12]2[CH2:13][CH2:14][CH:15]([NH:18][C:19](=[O:25])[O:20][C:21]([CH3:23])([CH3:22])[CH3:24])[CH2:16][CH2:17]2)[CH:7]=1. The yield is 0.710. (2) The reactants are [C:1]([C:3](=[CH2:51])[C:4]([NH:6][CH2:7][CH2:8][O:9][C:10]1[CH:15]=[CH:14][CH:13]=[C:12]([NH:16][C:17]2[C:18](=[O:50])[N:19]([CH3:49])[CH:20]=[C:21]([C:23]3[CH:28]=[C:27]([F:29])[CH:26]=[C:25]([N:30]4[C:35](=[O:36])[C:34]5[S:37][C:38]6[CH2:43][CH2:42][CH2:41][CH2:40][C:39]=6[C:33]=5[CH:32]=[N:31]4)[C:24]=3[CH2:44][O:45]C(=O)C)[CH:22]=2)[N:11]=1)=[O:5])#[N:2].O[Li].O. The catalyst is C1COCC1.O. The product is [C:1]([C:3](=[CH2:51])[C:4]([NH:6][CH2:7][CH2:8][O:9][C:10]1[CH:15]=[CH:14][CH:13]=[C:12]([NH:16][C:17]2[C:18](=[O:50])[N:19]([CH3:49])[CH:20]=[C:21]([C:23]3[CH:28]=[C:27]([F:29])[CH:26]=[C:25]([N:30]4[C:35](=[O:36])[C:34]5[S:37][C:38]6[CH2:43][CH2:42][CH2:41][CH2:40][C:39]=6[C:33]=5[CH:32]=[N:31]4)[C:24]=3[CH2:44][OH:45])[CH:22]=2)[N:11]=1)=[O:5])#[N:2]. The yield is 0.160. (3) The reactants are [CH2:1]([CH:8]1[CH2:12][O:11][C:10](=[O:13])[N:9]1[C:14](=[O:40])[CH2:15][C:16]1[CH:17]=[C:18]([C:30]2[CH:35]=[CH:34][C:33]([C:36]([F:39])([F:38])[F:37])=[CH:32][CH:31]=2)[CH:19]=[C:20]([O:22][CH2:23][C:24]2[CH:29]=[CH:28][CH:27]=[CH:26][CH:25]=2)[CH:21]=1)[C:2]1[CH:7]=[CH:6][CH:5]=[CH:4][CH:3]=1.C[Si](C)(C)[N-][Si](C)(C)C.[Na+].Br[CH2:52][C:53]([CH3:55])=[CH2:54]. The catalyst is C1COCC1. The product is [CH2:1]([CH:8]1[CH2:12][O:11][C:10](=[O:13])[N:9]1[C:14](=[O:40])[CH:15]([C:16]1[CH:17]=[C:18]([C:30]2[CH:31]=[CH:32][C:33]([C:36]([F:38])([F:39])[F:37])=[CH:34][CH:35]=2)[CH:19]=[C:20]([O:22][CH2:23][C:24]2[CH:29]=[CH:28][CH:27]=[CH:26][CH:25]=2)[CH:21]=1)[CH2:54][C:53]([CH3:55])=[CH2:52])[C:2]1[CH:3]=[CH:4][CH:5]=[CH:6][CH:7]=1. The yield is 0.950. (4) The product is [CH3:10][C@:6]12[C:2]([CH3:11])([CH3:1])[C@H:3]([CH2:4][CH2:5]1)[C:9]1([CH2:17][CH2:16][CH2:15]1)[C:7]2=[O:8]. The yield is 0.299. The reactants are [CH3:1][C:2]1([CH3:11])[C:6]2([CH3:10])[C:7]([CH2:9][CH:3]1[CH2:4][CH2:5]2)=[O:8].[NH2-].[Na+].Br[CH2:15][CH2:16][CH2:17]Br. The catalyst is C1(C)C=CC=CC=1. (5) The reactants are Cl.Cl.[NH2:3][CH2:4][C@@:5]1([OH:13])[CH:10]2[CH2:11][CH2:12][N:7]([CH2:8][CH2:9]2)[CH2:6]1.[C:14]([O-])([O-])=[O:15].[Cs+].[Cs+].[N:20]([C:23]1[CH:28]=[C:27](C2C=CC=C(OC)C=2)[N:26]=[CH:25][N:24]=1)=[C:21]=S.C(N=C=NC(C)C)(C)C. The catalyst is CN(C)C=O. The product is [CH3:14][O:15][C:27]1[N:26]=[CH:25][N:24]=[C:23]([NH:20][C:21]2[O:13][C@:5]3([CH2:4][N:3]=2)[CH:10]2[CH2:9][CH2:8][N:7]([CH2:12][CH2:11]2)[CH2:6]3)[CH:28]=1. The yield is 0.500.